From a dataset of Forward reaction prediction with 1.9M reactions from USPTO patents (1976-2016). Predict the product of the given reaction. (1) The product is: [Cl:16][CH2:17][C:18]1[N:1]=[C:2]2[S:3][C:4]([C:12]([F:15])([F:13])[F:14])=[C:5]([C:7]([NH:9][CH2:10][CH3:11])=[O:8])[N:6]2[C:20](=[O:21])[CH:19]=1. Given the reactants [NH2:1][C:2]1[S:3][C:4]([C:12]([F:15])([F:14])[F:13])=[C:5]([C:7]([NH:9][CH2:10][CH3:11])=[O:8])[N:6]=1.[Cl:16][CH2:17][C:18](=O)[CH2:19][C:20](OCC)=[O:21], predict the reaction product. (2) Given the reactants [Cl:1][C:2]1[CH:7]=[CH:6][C:5]([C:8]2[S:12][C:11]([C:13]([O:15]CC)=[O:14])=[C:10]([C:18]3[CH:23]=[CH:22][C:21]([S:24](=[O:27])(=[O:26])[NH2:25])=[C:20]([CH3:28])[CH:19]=3)[C:9]=2[CH3:29])=[CH:4][CH:3]=1.[OH-].[Na+].Cl, predict the reaction product. The product is: [Cl:1][C:2]1[CH:3]=[CH:4][C:5]([C:8]2[S:12][C:11]([C:13]([OH:15])=[O:14])=[C:10]([C:18]3[CH:23]=[CH:22][C:21]([S:24](=[O:27])(=[O:26])[NH2:25])=[C:20]([CH3:28])[CH:19]=3)[C:9]=2[CH3:29])=[CH:6][CH:7]=1. (3) Given the reactants [NH2:1][N:2]1[N:11]=[C:10]([N:12]2[CH2:17][CH2:16][O:15][CH2:14][CH2:13]2)[C:9]2[C:4](=[CH:5][CH:6]=[CH:7][CH:8]=2)[C:3]1=[O:18].[N+:19]([C:22]1[CH:27]=[CH:26][C:25]([CH2:28][C:29](O)=[O:30])=[CH:24][CH:23]=1)([O-:21])=[O:20], predict the reaction product. The product is: [N:12]1([C:10]2[C:9]3[C:4](=[CH:5][CH:6]=[CH:7][CH:8]=3)[C:3](=[O:18])[N:2]([NH:1][C:29](=[O:30])[CH2:28][C:25]3[CH:24]=[CH:23][C:22]([N+:19]([O-:21])=[O:20])=[CH:27][CH:26]=3)[N:11]=2)[CH2:17][CH2:16][O:15][CH2:14][CH2:13]1. (4) The product is: [CH3:7][O:6][C:5]1[CH:4]=[C:3]([CH:11]=[CH:10][C:8]=1[O:9][CH2:13][C:14]1[C:23]2[C:18](=[CH:19][CH:20]=[CH:21][CH:22]=2)[CH:17]=[CH:16][CH:15]=1)[CH:2]=[O:1]. Given the reactants [O:1]=[CH:2][C:3]1[CH:11]=[CH:10][C:8]([OH:9])=[C:5]([O:6][CH3:7])[CH:4]=1.Cl[CH2:13][C:14]1[C:23]2[C:18](=[CH:19][CH:20]=[CH:21][CH:22]=2)[CH:17]=[CH:16][CH:15]=1.C(=O)([O-])[O-].[K+].[K+].O, predict the reaction product. (5) Given the reactants Cl[C:2]1[C:11]2[C:6](=[CH:7][C:8]([O:14][CH2:15][CH2:16][CH2:17][N:18]3[CH2:23][CH2:22][O:21][CH2:20][CH2:19]3)=[C:9]([O:12][CH3:13])[CH:10]=2)[N:5]=[CH:4][N:3]=1.[NH2:24][C:25]1[CH:26]=[CH:27][CH:28]=[C:29]2[C:33]=1[NH:32][C:31]([CH3:34])=[C:30]2[CH3:35].Cl, predict the reaction product. The product is: [CH3:34][C:31]1[NH:32][C:33]2[C:29]([C:30]=1[CH3:35])=[CH:28][CH:27]=[CH:26][C:25]=2[NH:24][C:2]1[C:11]2[C:6](=[CH:7][C:8]([O:14][CH2:15][CH2:16][CH2:17][N:18]3[CH2:23][CH2:22][O:21][CH2:20][CH2:19]3)=[C:9]([O:12][CH3:13])[CH:10]=2)[N:5]=[CH:4][N:3]=1. (6) Given the reactants [C:1]1([C:22]2[CH:27]=[CH:26][CH:25]=[CH:24][CH:23]=2)[CH:6]=[CH:5][C:4](/[CH:7]=[CH:8]/[C:9]2[NH:10][CH:11]=[C:12]([C:14]3[CH:19]=[CH:18][C:17]([Cl:20])=[CH:16][C:15]=3[Cl:21])[N:13]=2)=[CH:3][CH:2]=1.Br[CH2:29][CH2:30][CH2:31][CH3:32], predict the reaction product. The product is: [C:1]1([C:22]2[CH:27]=[CH:26][CH:25]=[CH:24][CH:23]=2)[CH:2]=[CH:3][C:4](/[CH:7]=[CH:8]/[C:9]2[N:10]([CH2:29][CH2:30][CH2:31][CH3:32])[CH:11]=[C:12]([C:14]3[CH:19]=[CH:18][C:17]([Cl:20])=[CH:16][C:15]=3[Cl:21])[N:13]=2)=[CH:5][CH:6]=1. (7) Given the reactants [NH2:1][C:2]1[C:15]([Cl:16])=[CH:14][CH:13]=[CH:12][C:3]=1[C:4]([C:6]1[CH:11]=[CH:10][CH:9]=[CH:8][CH:7]=1)=O.Cl.[NH2:18][CH2:19][C:20](OCC)=[O:21], predict the reaction product. The product is: [Cl:16][C:15]1[C:2]2[NH:1][C:20](=[O:21])[CH2:19][N:18]=[C:4]([C:6]3[CH:11]=[CH:10][CH:9]=[CH:8][CH:7]=3)[C:3]=2[CH:12]=[CH:13][CH:14]=1. (8) The product is: [Cl:1][C:2]1[CH:3]=[CH:4][C:5]([CH2:6][N:7]2[C:12](=[N:13][C:14]3[CH:19]=[CH:18][C:17]([O:20][CH:21]([CH3:23])[CH3:22])=[C:16]([F:24])[CH:15]=3)[NH:11][C:10](=[O:25])[N:9]([CH2:26][C:27]3[NH:41][N:40]=[N:39][N:28]=3)[C:8]2=[O:29])=[CH:30][CH:31]=1. Given the reactants [Cl:1][C:2]1[CH:31]=[CH:30][C:5]([CH2:6][N:7]2[C:12](=[N:13][C:14]3[CH:19]=[CH:18][C:17]([O:20][CH:21]([CH3:23])[CH3:22])=[C:16]([F:24])[CH:15]=3)[NH:11][C:10](=[O:25])[N:9]([CH2:26][C:27]#[N:28])[C:8]2=[O:29])=[CH:4][CH:3]=1.[Cl-].[NH4+].CN(C=O)C.[N-:39]=[N+:40]=[N-:41].[Na+], predict the reaction product.